Predict the product of the given reaction. From a dataset of Forward reaction prediction with 1.9M reactions from USPTO patents (1976-2016). (1) Given the reactants [N:1]1[CH:6]=[CH:5][CH:4]=[CH:3][C:2]=1[C:7]1[O:8][C:9]2[CH2:14][CH2:13][NH:12][CH2:11][C:10]=2[N:15]=1.Br[CH2:17][C:18]1[CH:19]=[C:20]([CH:23]=[CH:24][CH:25]=1)[C:21]#[N:22].C([O-])([O-])=O.[Na+].[Na+], predict the reaction product. The product is: [N:1]1[CH:6]=[CH:5][CH:4]=[CH:3][C:2]=1[C:7]1[O:8][C:9]2[CH2:14][CH2:13][N:12]([CH2:17][C:18]3[CH:19]=[C:20]([CH:23]=[CH:24][CH:25]=3)[C:21]#[N:22])[CH2:11][C:10]=2[N:15]=1. (2) Given the reactants C([O:4][CH2:5][C:6]1[C:11]([C:12]2[CH:17]=[C:16]([NH:18][C:19]3[CH:24]=[CH:23][C:22]([O:25][C:26]([CH3:32])([CH3:31])[CH2:27][N:28]([CH3:30])[CH3:29])=[CH:21][N:20]=3)[C:15](=[O:33])[N:14]([CH3:34])[N:13]=2)=[CH:10][CH:9]=[CH:8][C:7]=1[N:35]1[N:44]=[CH:43][C:42]2[C:37](=[C:38]([F:49])[CH:39]=[C:40]([C:45]([CH3:48])([CH3:47])[CH3:46])[CH:41]=2)[C:36]1=[O:50])(=O)C.[OH-].[Na+].C(Cl)Cl, predict the reaction product. The product is: [C:45]([C:40]1[CH:41]=[C:42]2[C:37](=[C:38]([F:49])[CH:39]=1)[C:36](=[O:50])[N:35]([C:7]1[CH:8]=[CH:9][CH:10]=[C:11]([C:12]3[CH:17]=[C:16]([NH:18][C:19]4[CH:24]=[CH:23][C:22]([O:25][C:26]([CH3:31])([CH3:32])[CH2:27][N:28]([CH3:30])[CH3:29])=[CH:21][N:20]=4)[C:15](=[O:33])[N:14]([CH3:34])[N:13]=3)[C:6]=1[CH2:5][OH:4])[N:44]=[CH:43]2)([CH3:46])([CH3:47])[CH3:48]. (3) Given the reactants [Cl:1][C:2]1[C:7]([Cl:8])=[C:6]([OH:9])[CH:5]=[CH:4][C:3]=1/[CH:10]=[CH:11]\[C:12]([O:14][CH2:15][CH3:16])=[O:13].S(NN)(C1C=CC(C)=CC=1)(=O)=O.CC([O-])=O.[Na+].COCCOC, predict the reaction product. The product is: [Cl:1][C:2]1[C:7]([Cl:8])=[C:6]([OH:9])[CH:5]=[CH:4][C:3]=1[CH2:10][CH2:11][C:12]([O:14][CH2:15][CH3:16])=[O:13]. (4) Given the reactants [CH3:1][C:2]1[C:18]([CH3:19])=[CH:17][C:5]2[NH:6][C:7]([C:9]3[C:13]([N+:14]([O-])=O)=[CH:12][NH:11][N:10]=3)=[N:8][C:4]=2[CH:3]=1.CC1C(C)=CC2NC(NC3C=NNC=3)=NC=2C=1, predict the reaction product. The product is: [CH3:19][C:18]1[C:2]([CH3:1])=[CH:3][C:4]2[NH:8][C:7]([C:9]3[C:13]([NH2:14])=[CH:12][NH:11][N:10]=3)=[N:6][C:5]=2[CH:17]=1. (5) Given the reactants [C:1]12([C:14]([OH:16])=[O:15])[CH2:10][CH:5]3[CH2:6][CH:7]([CH2:9][C:3]([C:11]([OH:13])=[O:12])([CH2:4]3)[CH2:2]1)[CH2:8]2.S(Cl)(Cl)=O.C(O)C[CH2:23][CH2:24][CH2:25][CH2:26][CH2:27][CH3:28].N1[CH:35]=[CH:34][CH:33]=[CH:32][CH:31]=1.[Cl-].[CH2:37](Cl)Cl, predict the reaction product. The product is: [C:1]12([C:14]([O:16][CH2:28][CH2:27][CH2:26][CH2:25][CH2:24][CH3:23])=[O:15])[CH2:8][CH:7]3[CH2:6][CH:5]([CH2:4][C:3]([C:11]([O:13][CH2:31][CH2:32][CH2:33][CH2:34][CH2:35][CH3:37])=[O:12])([CH2:9]3)[CH2:2]1)[CH2:10]2. (6) Given the reactants Cl[C:2]1[C:27]([CH3:28])=[CH:26][C:5]2[N:6]=[C:7]3[C:12]([N:13]([CH2:14][CH2:15][CH2:16][CH2:17][C:18]4[CH:23]=[CH:22][CH:21]=[CH:20][CH:19]=4)[C:4]=2[CH:3]=1)=[N:11][C:10](=[O:24])[NH:9][C:8]3=[O:25].[CH:29]1([NH2:32])[CH2:31][CH2:30]1, predict the reaction product. The product is: [CH:29]1([NH:32][C:2]2[C:27]([CH3:28])=[CH:26][C:5]3[N:6]=[C:7]4[C:12]([N:13]([CH2:14][CH2:15][CH2:16][CH2:17][C:18]5[CH:23]=[CH:22][CH:21]=[CH:20][CH:19]=5)[C:4]=3[CH:3]=2)=[N:11][C:10](=[O:24])[NH:9][C:8]4=[O:25])[CH2:31][CH2:30]1. (7) Given the reactants [F:1][C:2]1[CH:3]=[CH:4][C:5]([CH3:19])=[C:6]([N:8]2[C:12]([OH:13])=[CH:11][C:10]([C:14]([O:16][CH2:17][CH3:18])=[O:15])=[N:9]2)[CH:7]=1.C(N(CC)CC)C.C1C=CC(N([S:34]([C:37]([F:40])([F:39])[F:38])(=[O:36])=[O:35])[S:34]([C:37]([F:40])([F:39])[F:38])(=[O:36])=[O:35])=CC=1, predict the reaction product. The product is: [F:1][C:2]1[CH:3]=[CH:4][C:5]([CH3:19])=[C:6]([N:8]2[C:12]([O:13][S:34]([C:37]([F:40])([F:39])[F:38])(=[O:36])=[O:35])=[CH:11][C:10]([C:14]([O:16][CH2:17][CH3:18])=[O:15])=[N:9]2)[CH:7]=1. (8) Given the reactants [OH:1][C:2]1[C:3]([C:12]([OH:14])=[O:13])=[CH:4][C:5]2[C:10]([CH:11]=1)=[CH:9][CH:8]=[CH:7][CH:6]=2.[Br:15]Br, predict the reaction product. The product is: [Br:15][C:11]1[C:10]2[C:5](=[CH:6][CH:7]=[CH:8][CH:9]=2)[CH:4]=[C:3]([C:12]([OH:14])=[O:13])[C:2]=1[OH:1]. (9) Given the reactants [CH2:1]([O:3][C:4](=[O:25])[CH2:5][CH:6]1[CH2:11][CH2:10][CH:9]([C:12]2[CH:17]=[CH:16][C:15]([C:18]3[CH:23]=[CH:22][C:21](=O)[NH:20][N:19]=3)=[CH:14][CH:13]=2)[CH2:8][CH2:7]1)[CH3:2].P(Cl)(Cl)([Cl:28])=O, predict the reaction product. The product is: [CH2:1]([O:3][C:4](=[O:25])[CH2:5][CH:6]1[CH2:11][CH2:10][CH:9]([C:12]2[CH:17]=[CH:16][C:15]([C:18]3[N:19]=[N:20][C:21]([Cl:28])=[CH:22][CH:23]=3)=[CH:14][CH:13]=2)[CH2:8][CH2:7]1)[CH3:2].